Task: Predict the reaction yield, written as a fraction of the theoretical maximum amount of product (1.0 means a 100% yield; for example, 0.34 means a 34% yield).. Dataset: Reaction yield outcomes from USPTO patents with 853,638 reactions (1) The reactants are B([C:4]1[CH:5]=[CH:6][C:7]([O:13][CH3:14])=[C:8]([CH:12]=1)[C:9]([OH:11])=[O:10])(O)O.Br[C:16]1[C:17]([CH3:36])=[C:18]([N+:33]([O-:35])=[O:34])[C:19]([O:22][C:23]2[C:32]3[CH2:31][CH2:30][CH2:29][CH2:28][C:27]=3[CH:26]=[CH:25][CH:24]=2)=[N:20][CH:21]=1.C(=O)([O-])[O-].[K+].[K+].CC(O)=O. The catalyst is CN(C=O)C.C1C=CC([P]([Pd]([P](C2C=CC=CC=2)(C2C=CC=CC=2)C2C=CC=CC=2)([P](C2C=CC=CC=2)(C2C=CC=CC=2)C2C=CC=CC=2)[P](C2C=CC=CC=2)(C2C=CC=CC=2)C2C=CC=CC=2)(C2C=CC=CC=2)C2C=CC=CC=2)=CC=1. The product is [CH3:14][O:13][C:7]1[CH:6]=[CH:5][C:4]([C:16]2[CH:21]=[N:20][C:19]([O:22][C:23]3[C:32]4[CH2:31][CH2:30][CH2:29][CH2:28][C:27]=4[CH:26]=[CH:25][CH:24]=3)=[C:18]([N+:33]([O-:35])=[O:34])[C:17]=2[CH3:36])=[CH:12][C:8]=1[C:9]([OH:11])=[O:10]. The yield is 0.920. (2) The reactants are [Cl:1][C:2]1[CH:7]=[CH:6][CH:5]=[CH:4][C:3]=1[N:8]1[CH2:17][CH2:16][C:15]2[C:10](=[CH:11][CH:12]=[C:13]([OH:18])[CH:14]=2)[C:9]1=[O:19].N1C=CC=CC=1.[F:26][C:27]([F:40])([F:39])[S:28](O[S:28]([C:27]([F:40])([F:39])[F:26])(=[O:30])=[O:29])(=[O:30])=[O:29]. The catalyst is C(Cl)Cl. The product is [F:26][C:27]([F:40])([F:39])[S:28]([O:18][C:13]1[CH:14]=[C:15]2[C:10](=[CH:11][CH:12]=1)[C:9](=[O:19])[N:8]([C:3]1[CH:4]=[CH:5][CH:6]=[CH:7][C:2]=1[Cl:1])[CH2:17][CH2:16]2)(=[O:30])=[O:29]. The yield is 0.800.